From a dataset of Catalyst prediction with 721,799 reactions and 888 catalyst types from USPTO. Predict which catalyst facilitates the given reaction. (1) Reactant: [NH:1]1[C:9]2[C:4](=[CH:5][CH:6]=[CH:7][CH:8]=2)[C:3]([CH:10]=O)=[CH:2]1.C1(P(C2C=CC=CC=2)(C2C=CC=CC=2)=[CH:19][C:20](=[O:22])[CH3:21])C=CC=CC=1. Product: [NH:1]1[C:9]2[C:4](=[CH:5][CH:6]=[CH:7][CH:8]=2)[C:3]([CH:10]=[CH:19][C:20](=[O:22])[CH3:21])=[CH:2]1. The catalyst class is: 28. (2) Product: [Cl:1][C:2]1[CH:7]=[C:6]([S:23][CH3:22])[N:5]=[C:4]([S:9][CH2:10][C:11]2[CH:16]=[CH:15][CH:14]=[C:13]([F:17])[C:12]=2[F:18])[N:3]=1. Reactant: [Cl:1][C:2]1[CH:7]=[C:6](Cl)[N:5]=[C:4]([S:9][CH2:10][C:11]2[CH:16]=[CH:15][CH:14]=[C:13]([F:17])[C:12]=2[F:18])[N:3]=1.FC1C(F)=CC=CC=1[CH2:22][S:23]C1N=C(O)C=C(O)N=1.C[S-].[Na+].[Cl-].[NH4+]. The catalyst class is: 1. (3) Reactant: ClC1C=C(C)C2N=C(C3C=CC(OCCCN4C(=O)CCNCC4)=CC=3C)NC=2C=1.[C:31]([O:35][C:36]([N:38]1[CH2:44][CH2:43][C:42](=[O:45])[NH:41][CH2:40][CH2:39]1)=[O:37])([CH3:34])([CH3:33])[CH3:32].[H-].[Na+].I[CH2:49][CH2:50][CH2:51][O:52][C:53]1[CH:60]=[CH:59][C:56]([CH:57]=[O:58])=[C:55]([CH3:61])[CH:54]=1. Product: [C:31]([O:35][C:36]([N:38]1[CH2:44][CH2:43][C:42](=[O:45])[N:41]([CH2:49][CH2:50][CH2:51][O:52][C:53]2[CH:60]=[CH:59][C:56]([CH:57]=[O:58])=[C:55]([CH3:61])[CH:54]=2)[CH2:40][CH2:39]1)=[O:37])([CH3:34])([CH3:32])[CH3:33]. The catalyst class is: 18. (4) Reactant: CS([O:5][CH2:6][CH:7]1[CH2:12][CH2:11][N:10]([C:13]2[N:18]=[CH:17][C:16]([CH2:19][CH3:20])=[CH:15][N:14]=2)[CH2:9][CH2:8]1)(=O)=O.O[CH:22]1[CH2:25][N:24]([C:26]([O:28][C:29]([CH3:32])([CH3:31])[CH3:30])=[O:27])[CH2:23]1.[H-].[Na+].[NH4+].[Cl-]. Product: [CH2:19]([C:16]1[CH:15]=[N:14][C:13]([N:10]2[CH2:11][CH2:12][CH:7]([CH2:6][O:5][CH:22]3[CH2:23][N:24]([C:26]([O:28][C:29]([CH3:32])([CH3:31])[CH3:30])=[O:27])[CH2:25]3)[CH2:8][CH2:9]2)=[N:18][CH:17]=1)[CH3:20]. The catalyst class is: 711.